Dataset: Catalyst prediction with 721,799 reactions and 888 catalyst types from USPTO. Task: Predict which catalyst facilitates the given reaction. (1) Reactant: [CH:1]1[C:10]2[C:5](=[CH:6][CH:7]=[CH:8][CH:9]=2)[CH:4]=[CH:3][C:2]=1B(O)O.C(=O)([O-])[O-].[Na+].[Na+].O. Product: [CH:6]1[C:5]2[C:10](=[CH:1][C:2]3[C:3]([CH:4]=2)=[CH:3][CH:2]=[CH:1][CH:10]=3)[CH:9]=[CH:8][CH:7]=1. The catalyst class is: 11. (2) Reactant: [Cl:1][C:2]1[CH:7]=[CH:6][CH:5]=[C:4]([Cl:8])[C:3]=1[CH2:9][O:10][C:11]1[CH:16]=[CH:15][C:14]2[C:17]3([CH2:23][O:24][C:13]=2[CH:12]=1)[CH2:22][CH2:21][NH:20][CH2:19][CH2:18]3.Br[CH2:26][CH2:27][CH2:28][P:29](=[O:36])([O:33][CH2:34][CH3:35])[O:30][CH2:31][CH3:32].[Na+].[I-].C([O-])([O-])=O.[K+].[K+]. Product: [Cl:8][C:4]1[CH:5]=[CH:6][CH:7]=[C:2]([Cl:1])[C:3]=1[CH2:9][O:10][C:11]1[CH:16]=[CH:15][C:14]2[C:17]3([CH2:23][O:24][C:13]=2[CH:12]=1)[CH2:18][CH2:19][N:20]([CH2:26][CH2:27][CH2:28][P:29](=[O:36])([O:33][CH2:34][CH3:35])[O:30][CH2:31][CH3:32])[CH2:21][CH2:22]3. The catalyst class is: 23. (3) The catalyst class is: 787. Product: [CH3:3][C:4]1[C:5](=[O:11])[C:6]([CH3:18])([CH2:10][CH:13]=[C:14]([CH3:16])[CH3:15])[CH2:7][CH2:8][CH:9]=1. Reactant: [H-].[Na+].[CH3:3][C:4]1[CH:9]=[CH:8][CH:7]=[C:6]([CH3:10])[C:5]=1[OH:11].C(Cl)[CH:13]=[C:14]([CH3:16])[CH3:15].[CH3:18]O. (4) Product: [CH3:1][N:2]([CH3:3])[CH:9]1[CH:10]2[CH:11]([OH:12])[CH2:5][CH:6]1[C:7](=[O:16])[CH2:8]2. The catalyst class is: 21. Reactant: [CH3:1][NH:2][CH3:3].Br[CH:5]1[CH:11]([OH:12])[CH2:10][CH:9]2[CH:6]1[CH2:7][CH2:8]2.C1C[O:16]CC1. (5) Reactant: [NH2:1][CH:2]1[CH2:7][CH2:6][N:5]([CH3:8])[CH2:4][CH2:3]1.C(N(C(C)C)C(C)C)C.ClCCl.[N+:21]([C:24]1[CH:29]=[CH:28][C:27]([S:30](Cl)(=[O:32])=[O:31])=[CH:26][CH:25]=1)([O-:23])=[O:22]. The catalyst class is: 13. Product: [CH3:8][N:5]1[CH2:6][CH2:7][CH:2]([NH:1][S:30]([C:27]2[CH:26]=[CH:25][C:24]([N+:21]([O-:23])=[O:22])=[CH:29][CH:28]=2)(=[O:31])=[O:32])[CH2:3][CH2:4]1. (6) Reactant: [F:1][C:2]([F:28])([F:27])[C:3]1[CH:4]=[C:5]([C:13]2[N:17]=[CH:16][N:15](/[CH:18]=[C:19](\[Br:26])/[C:20]([O:22]C(C)C)=O)[N:14]=2)[CH:6]=[C:7]([C:9]([F:12])([F:11])[F:10])[CH:8]=1.ClC(OCC(C)C)=O.[CH3:37][N:38]1CCOC[CH2:39]1. Product: [F:28][C:2]([F:1])([F:27])[C:3]1[CH:4]=[C:5]([C:13]2[N:17]=[CH:16][N:15](/[CH:18]=[C:19](\[Br:26])/[C:20]([N:38]([CH3:39])[CH3:37])=[O:22])[N:14]=2)[CH:6]=[C:7]([C:9]([F:12])([F:10])[F:11])[CH:8]=1. The catalyst class is: 1. (7) Product: [Br:13][C:14]1[CH:15]=[N:16][C:17]([CH:20]2[CH2:21][CH2:5][N:4]([CH2:10][CH2:11][CH3:12])[CH2:3]2)=[N:18][CH:19]=1. The catalyst class is: 2. Reactant: CO[CH2:3][N:4]([CH2:10][CH2:11][CH3:12])[CH2:5][Si](C)(C)C.[Br:13][C:14]1[CH:15]=[N:16][C:17]([CH:20]=[CH2:21])=[N:18][CH:19]=1.C(O)(C(F)(F)F)=O. (8) Reactant: [CH3:1][S:2]([NH2:5])(=[O:4])=[O:3].N12CCCN=C1CCCCC2.CC1C=CC([C:24]2[C:25]([F:53])=[C:26]([CH:30]=[C:31]([Cl:52])[C:32]=2[O:33][C:34]2[CH:35]=[N:36][C:37]([O:44][CH2:45][C:46]([F:51])([F:50])[CH:47]([F:49])[F:48])=[C:38]([C:40]([F:43])([F:42])[F:41])[CH:39]=2)[C:27]([O-])=[O:28])=CC=1. Product: [Cl:52][C:31]1[C:32]([O:33][C:34]2[CH:35]=[N:36][C:37]([O:44][CH2:45][C:46]([F:51])([F:50])[CH:47]([F:48])[F:49])=[C:38]([C:40]([F:43])([F:42])[F:41])[CH:39]=2)=[CH:24][C:25]([F:53])=[C:26]([CH:30]=1)[C:27]([NH:5][S:2]([CH3:1])(=[O:4])=[O:3])=[O:28]. The catalyst class is: 10. (9) Reactant: [CH2:1]([N:6]1[C:10](=[O:11])[C:9](=[CH:12][C:13]([OH:15])=O)[S:8][CH:7]1[C:16]1[CH:21]=[CH:20][CH:19]=[CH:18][CH:17]=1)[CH2:2][CH:3]([CH3:5])[CH3:4].[NH:22]1[CH2:27][CH2:26][CH:25]([N:28]2[CH2:37][C:36]3[C:31](=[CH:32][CH:33]=[CH:34][CH:35]=3)[NH:30][C:29]2=[O:38])[CH2:24][CH2:23]1.C(O)(C(F)(F)F)=O.CCN(C(C)C)C(C)C.CN(C(ON1N=NC2C=CC=NC1=2)=[N+](C)C)C.F[P-](F)(F)(F)(F)F. Product: [CH2:1]([N:6]1[C:10](=[O:11])[C:9](=[CH:12][C:13]([N:22]2[CH2:23][CH2:24][CH:25]([N:28]3[CH2:37][C:36]4[C:31](=[CH:32][CH:33]=[CH:34][CH:35]=4)[NH:30][C:29]3=[O:38])[CH2:26][CH2:27]2)=[O:15])[S:8][CH:7]1[C:16]1[CH:21]=[CH:20][CH:19]=[CH:18][CH:17]=1)[CH2:2][CH:3]([CH3:4])[CH3:5]. The catalyst class is: 3. (10) Reactant: [NH2:1][C:2]1[N:7]=[C:6]([NH:8][C@@H:9]([CH2:12][CH2:13][CH3:14])[CH2:10][OH:11])[C:5]([CH2:15][C:16]2[CH:25]=[CH:24][C:19]([C:20]([O:22]C)=[O:21])=[CH:18][C:17]=2[O:26][CH3:27])=[C:4]([CH3:28])[N:3]=1.O.[Li+].[OH-]. Product: [NH2:1][C:2]1[N:7]=[C:6]([NH:8][C@@H:9]([CH2:12][CH2:13][CH3:14])[CH2:10][OH:11])[C:5]([CH2:15][C:16]2[CH:25]=[CH:24][C:19]([C:20]([OH:22])=[O:21])=[CH:18][C:17]=2[O:26][CH3:27])=[C:4]([CH3:28])[N:3]=1. The catalyst class is: 1.